This data is from NCI-60 drug combinations with 297,098 pairs across 59 cell lines. The task is: Regression. Given two drug SMILES strings and cell line genomic features, predict the synergy score measuring deviation from expected non-interaction effect. Drug 1: CCC1(CC2CC(C3=C(CCN(C2)C1)C4=CC=CC=C4N3)(C5=C(C=C6C(=C5)C78CCN9C7C(C=CC9)(C(C(C8N6C=O)(C(=O)OC)O)OC(=O)C)CC)OC)C(=O)OC)O.OS(=O)(=O)O. Drug 2: CCC(=C(C1=CC=CC=C1)C2=CC=C(C=C2)OCCN(C)C)C3=CC=CC=C3.C(C(=O)O)C(CC(=O)O)(C(=O)O)O. Cell line: NCI-H522. Synergy scores: CSS=52.9, Synergy_ZIP=10.7, Synergy_Bliss=9.43, Synergy_Loewe=8.94, Synergy_HSA=9.13.